This data is from Full USPTO retrosynthesis dataset with 1.9M reactions from patents (1976-2016). The task is: Predict the reactants needed to synthesize the given product. Given the product [Br:1][C:2]1[C:7]([C:20]2[CH:21]=[CH:22][C:17]([F:16])=[CH:18][CH:19]=2)=[CH:6][CH:5]=[CH:4][N:3]=1, predict the reactants needed to synthesize it. The reactants are: [Br:1][C:2]1[CH:7]=[CH:6][CH:5]=[CH:4][N:3]=1.C([N-]C(C)C)(C)C.[Li+].[F:16][C:17]1[CH:22]=[CH:21][C:20](I)=[CH:19][CH:18]=1.